This data is from NCI-60 drug combinations with 297,098 pairs across 59 cell lines. The task is: Regression. Given two drug SMILES strings and cell line genomic features, predict the synergy score measuring deviation from expected non-interaction effect. (1) Drug 1: CC1C(C(CC(O1)OC2CC(CC3=C2C(=C4C(=C3O)C(=O)C5=C(C4=O)C(=CC=C5)OC)O)(C(=O)C)O)N)O.Cl. Drug 2: C1=CN(C=N1)CC(O)(P(=O)(O)O)P(=O)(O)O. Cell line: OVCAR-4. Synergy scores: CSS=6.37, Synergy_ZIP=-3.71, Synergy_Bliss=-3.12, Synergy_Loewe=-5.13, Synergy_HSA=-1.53. (2) Drug 1: C1CCC(CC1)NC(=O)N(CCCl)N=O. Drug 2: C(CC(=O)O)C(=O)CN.Cl. Cell line: RXF 393. Synergy scores: CSS=9.51, Synergy_ZIP=-5.06, Synergy_Bliss=-5.94, Synergy_Loewe=-12.5, Synergy_HSA=-4.90. (3) Drug 1: C1CC(=O)NC(=O)C1N2CC3=C(C2=O)C=CC=C3N. Drug 2: CC12CCC3C(C1CCC2O)C(CC4=C3C=CC(=C4)O)CCCCCCCCCS(=O)CCCC(C(F)(F)F)(F)F. Cell line: T-47D. Synergy scores: CSS=11.9, Synergy_ZIP=-6.69, Synergy_Bliss=-6.78, Synergy_Loewe=-7.98, Synergy_HSA=-5.46. (4) Drug 1: CC1=C(C(=CC=C1)Cl)NC(=O)C2=CN=C(S2)NC3=CC(=NC(=N3)C)N4CCN(CC4)CCO. Drug 2: COCCOC1=C(C=C2C(=C1)C(=NC=N2)NC3=CC=CC(=C3)C#C)OCCOC.Cl. Cell line: KM12. Synergy scores: CSS=4.41, Synergy_ZIP=5.31, Synergy_Bliss=2.52, Synergy_Loewe=2.12, Synergy_HSA=2.43. (5) Drug 1: C1=CC(=CC=C1C#N)C(C2=CC=C(C=C2)C#N)N3C=NC=N3. Drug 2: B(C(CC(C)C)NC(=O)C(CC1=CC=CC=C1)NC(=O)C2=NC=CN=C2)(O)O. Cell line: NCI-H522. Synergy scores: CSS=40.2, Synergy_ZIP=1.32, Synergy_Bliss=2.12, Synergy_Loewe=-22.8, Synergy_HSA=0.987.